From a dataset of Peptide-MHC class I binding affinity with 185,985 pairs from IEDB/IMGT. Regression. Given a peptide amino acid sequence and an MHC pseudo amino acid sequence, predict their binding affinity value. This is MHC class I binding data. (1) The peptide sequence is QELYSPLFLI. The MHC is HLA-B44:03 with pseudo-sequence HLA-B44:03. The binding affinity (normalized) is 0.816. (2) The peptide sequence is RGPYRAAVTI. The MHC is H-2-Dd with pseudo-sequence H-2-Dd. The binding affinity (normalized) is 0.938. (3) The peptide sequence is EVNAHIHTM. The binding affinity (normalized) is 0.0847. The MHC is HLA-B44:02 with pseudo-sequence HLA-B44:02. (4) The peptide sequence is NRWKSWFSY. The MHC is HLA-A26:01 with pseudo-sequence HLA-A26:01. The binding affinity (normalized) is 0.0847. (5) The peptide sequence is YPKCDLVEL. The MHC is HLA-A31:01 with pseudo-sequence HLA-A31:01. The binding affinity (normalized) is 0.0847. (6) The binding affinity (normalized) is 0.0847. The MHC is HLA-B15:01 with pseudo-sequence HLA-B15:01. The peptide sequence is KLINTLFHA. (7) The peptide sequence is FVMCLEAKT. The MHC is HLA-A02:01 with pseudo-sequence HLA-A02:01. The binding affinity (normalized) is 0.270.